From a dataset of Reaction yield outcomes from USPTO patents with 853,638 reactions. Predict the reaction yield, written as a fraction of the theoretical maximum amount of product (1.0 means a 100% yield; for example, 0.34 means a 34% yield). (1) The reactants are [C:1]([OH:4])(=[O:3])[CH3:2].[Cl:5][C:6]1[C:15]2[C:10](=[CH:11][C:12]([C:16]3[CH:21]=[CH:20][CH:19]=[C:18]([C:22]#[N:23])[CH:17]=3)=[CH:13][CH:14]=2)[C:9]([NH:24][C:25]([NH2:27])=[NH:26])=[N:8][CH:7]=1. The catalyst is COCCOC.CN1C(=O)CCC1. The product is [C:1]([O-:4])(=[O:3])[CH3:2].[Cl:5][C:6]1[C:15]2[C:10](=[CH:11][C:12]([C:16]3[CH:21]=[CH:20][CH:19]=[C:18]([C:22]#[N:23])[CH:17]=3)=[CH:13][CH:14]=2)[C:9]([NH:24][C:25]([NH2:27])=[NH2+:26])=[N:8][CH:7]=1. The yield is 1.43. (2) The reactants are Br[C:2]1[CH:3]=[N:4][CH:5]=[C:6]2[C:11]=1[N:10]=[C:9]([C:12]([NH:14][CH:15]([C:17]1[CH:22]=[CH:21][CH:20]=[C:19]([S:23]([CH3:26])(=[O:25])=[O:24])[CH:18]=1)[CH3:16])=[O:13])[CH:8]=[CH:7]2.[Cl:27][C:28]1[CH:33]=[CH:32][C:31](B(O)O)=[CH:30][CH:29]=1.C(=O)([O-])[O-].[Cs+].[Cs+]. The catalyst is O1CCOCC1.O.C1(P([C-]2C=CC=C2)C2C=CC=CC=2)C=CC=CC=1.[C-]1(P(C2C=CC=CC=2)C2C=CC=CC=2)C=CC=C1.[Fe+2].[Pd](Cl)Cl. The product is [Cl:27][C:28]1[CH:33]=[CH:32][C:31]([C:2]2[CH:3]=[N:4][CH:5]=[C:6]3[C:11]=2[N:10]=[C:9]([C:12]([NH:14][CH:15]([C:17]2[CH:22]=[CH:21][CH:20]=[C:19]([S:23]([CH3:26])(=[O:25])=[O:24])[CH:18]=2)[CH3:16])=[O:13])[CH:8]=[CH:7]3)=[CH:30][CH:29]=1. The yield is 0.720. (3) The reactants are Br[C:2]1[CH:7]=[CH:6][C:5]([N:8]2[C:16]3[C:15]([OH:17])=[C:14]([C:18]#[N:19])[C:13](=[O:20])[NH:12][C:11]=3[CH:10]=[CH:9]2)=[CH:4][CH:3]=1. The catalyst is CO.[Pd]. The product is [OH:17][C:15]1[C:16]2[N:8]([C:5]3[CH:6]=[CH:7][CH:2]=[CH:3][CH:4]=3)[CH:9]=[CH:10][C:11]=2[NH:12][C:13](=[O:20])[C:14]=1[C:18]#[N:19]. The yield is 0.591. (4) The reactants are [Si]([O:8][C:9]1[CH:14]=[C:13]([CH3:15])[C:12]([C:16]2[CH:21]=[CH:20][CH:19]=[C:18]([CH2:22][O:23][C:24]3[CH:37]=[CH:36][C:27]4[C@H:28]([CH2:31][C:32]([O:34][CH3:35])=[O:33])[CH2:29][O:30][C:26]=4[CH:25]=3)[CH:17]=2)=[C:11]([CH3:38])[C:10]=1[Cl:39])(C(C)(C)C)(C)C.O1CCCC1.[F-].C([N+](CCCC)(CCCC)CCCC)CCC. The catalyst is O1CCCC1. The product is [Cl:39][C:10]1[C:11]([CH3:38])=[C:12]([C:16]2[CH:21]=[CH:20][CH:19]=[C:18]([CH2:22][O:23][C:24]3[CH:37]=[CH:36][C:27]4[C@H:28]([CH2:31][C:32]([O:34][CH3:35])=[O:33])[CH2:29][O:30][C:26]=4[CH:25]=3)[CH:17]=2)[C:13]([CH3:15])=[CH:14][C:9]=1[OH:8]. The yield is 0.880. (5) The reactants are [OH:1][C:2]([CH3:23])([CH3:22])[CH2:3][O:4][C:5]1[CH:10]=[CH:9][C:8]([N:11]2[CH:16]=[CH:15][C:14]([S:17][CH3:18])=[N:13][C:12]2=[O:19])=[CH:7][C:6]=1[O:20][CH3:21].[Cl:24][C:25]1[CH:30]=[CH:29][C:28](CS)=[CH:27][CH:26]=1. The catalyst is C(Cl)Cl. The product is [Cl:24][C:25]1[CH:30]=[CH:29][C:28]([CH2:18][S:17][C:14]2[CH:15]=[CH:16][N:11]([C:8]3[CH:9]=[CH:10][C:5]([O:4][CH2:3][C:2]([OH:1])([CH3:23])[CH3:22])=[C:6]([O:20][CH3:21])[CH:7]=3)[C:12](=[O:19])[N:13]=2)=[CH:27][CH:26]=1. The yield is 0.698. (6) The reactants are FC(F)(F)C(O)=O.[CH3:8][O:9][C:10]1[N:11]=[C:12]2[C:17](=[CH:18][CH:19]=1)[N:16]=[CH:15][C:14]([O:20][CH2:21][CH2:22][C@H:23]1[CH2:28][CH2:27][C@H:26]([NH:29]C(=O)O)[CH2:25][CH2:24]1)=[CH:13]2. The catalyst is ClCCl. The product is [CH3:8][O:9][C:10]1[N:11]=[C:12]2[C:17](=[CH:18][CH:19]=1)[N:16]=[CH:15][C:14]([O:20][CH2:21][CH2:22][C@H:23]1[CH2:24][CH2:25][C@H:26]([NH2:29])[CH2:27][CH2:28]1)=[CH:13]2. The yield is 0.950. (7) The product is [F:1][C:2]1[CH:7]=[CH:6][C:5]([N:8]2[CH:13]=[C:12]([N+:14]([O-:16])=[O:15])[CH:11]=[C:10]([C:17]([OH:19])=[O:18])[C:9]2=[O:21])=[CH:4][CH:3]=1. The yield is 0.660. The reactants are [F:1][C:2]1[CH:7]=[CH:6][C:5]([N:8]2[CH:13]=[C:12]([N+:14]([O-:16])=[O:15])[CH:11]=[C:10]([C:17]([O:19]C)=[O:18])[C:9]2=[O:21])=[CH:4][CH:3]=1.[OH-].[Na+].Cl. No catalyst specified. (8) The reactants are [NH2:1][C:2]1[CH:7]=[CH:6][C:5]([Cl:8])=[CH:4][C:3]=1[OH:9].[C:10](O[C:10]([O:12][C:13]([CH3:16])([CH3:15])[CH3:14])=[O:11])([O:12][C:13]([CH3:16])([CH3:15])[CH3:14])=[O:11]. The catalyst is C1COCC1. The product is [Cl:8][C:5]1[CH:6]=[CH:7][C:2]([NH:1][C:10](=[O:11])[O:12][C:13]([CH3:16])([CH3:15])[CH3:14])=[C:3]([OH:9])[CH:4]=1. The yield is 0.860. (9) The reactants are [CH2:1]([N:8]1[CH2:17][CH2:16][C:15]2[N:14]=[C:13](Cl)[CH:12]=[CH:11][C:10]=2[CH2:9]1)[C:2]1[CH:7]=[CH:6][CH:5]=[CH:4][CH:3]=1.[CH2:19]([CH:21]([Mg]Br)[CH2:22][CH3:23])[CH3:20].[OH-].[Na+]. The product is [CH2:1]([N:8]1[CH2:17][CH2:16][C:15]2[N:14]=[C:13]([CH:21]([CH2:22][CH3:23])[CH2:19][CH3:20])[CH:12]=[CH:11][C:10]=2[CH2:9]1)[C:2]1[CH:7]=[CH:6][CH:5]=[CH:4][CH:3]=1. The yield is 0.280. The catalyst is C1COCC1.CN1C(=O)CCC1.C1COCC1.C/C(/O)=C/C(C)=O.C/C(/O)=C/C(C)=O.C/C(/O)=C/C(C)=O.[Fe]. (10) The reactants are [N+:1]([CH2:4][CH:5]([C:7]1[CH:12]=[CH:11][C:10]([O:13][C:14]2[CH:19]=[CH:18][CH:17]=[CH:16][CH:15]=2)=[CH:9][CH:8]=1)[O-])([O-:3])=[O:2].[Na+].C(OC(=O)C)(=O)C.C(N(CC)CC)C. The catalyst is O1CCCC1. The product is [N+:1](/[CH:4]=[CH:5]/[C:7]1[CH:12]=[CH:11][C:10]([O:13][C:14]2[CH:19]=[CH:18][CH:17]=[CH:16][CH:15]=2)=[CH:9][CH:8]=1)([O-:3])=[O:2]. The yield is 0.700.